This data is from Reaction yield outcomes from USPTO patents with 853,638 reactions. The task is: Predict the reaction yield, written as a fraction of the theoretical maximum amount of product (1.0 means a 100% yield; for example, 0.34 means a 34% yield). (1) The reactants are [Cl:1][C:2]1[N:7]=[C:6]([C:8]2[CH:13]=[CH:12][CH:11]=[CH:10][CH:9]=2)[N:5]=[C:4]([C:14]([NH:16][C:17]2[CH:22]=[CH:21][CH:20]=[CH:19][C:18]=2[C:23]2[S:24][C:25]3[CH:26]=[N:27][CH:28]=[CH:29][C:30]=3[N:31]=2)=[O:15])[CH:3]=1.[NH2:32][CH2:33][C:34]1[CH:39]=[CH:38][N:37]=[CH:36][CH:35]=1. No catalyst specified. The product is [ClH:1].[N:37]1[CH:38]=[CH:39][C:34]([CH2:33][NH:32][C:2]2[N:7]=[C:6]([C:8]3[CH:13]=[CH:12][CH:11]=[CH:10][CH:9]=3)[N:5]=[C:4]([C:14]([NH:16][C:17]3[CH:22]=[CH:21][CH:20]=[CH:19][C:18]=3[C:23]3[S:24][C:25]4[CH:26]=[N:27][CH:28]=[CH:29][C:30]=4[N:31]=3)=[O:15])[CH:3]=2)=[CH:35][CH:36]=1. The yield is 0.400. (2) The reactants are [CH3:1][O:2][C:3]([C:5]1[CH:6]=[C:7]([C:12]2[CH:17]=[CH:16][C:15]([C:18]([F:21])([F:20])[F:19])=[CH:14][CH:13]=2)[C:8]([OH:11])=[CH:9][CH:10]=1)=[O:4].[Br:22][CH2:23][CH2:24][CH2:25]Br.C(=O)([O-])[O-].[K+].[K+]. The catalyst is CC(C)=O. The product is [CH3:1][O:2][C:3]([C:5]1[CH:6]=[C:7]([C:12]2[CH:17]=[CH:16][C:15]([C:18]([F:19])([F:20])[F:21])=[CH:14][CH:13]=2)[C:8]([O:11][CH2:25][CH2:24][CH2:23][Br:22])=[CH:9][CH:10]=1)=[O:4]. The yield is 0.730.